Dataset: Reaction yield outcomes from USPTO patents with 853,638 reactions. Task: Predict the reaction yield, written as a fraction of the theoretical maximum amount of product (1.0 means a 100% yield; for example, 0.34 means a 34% yield). The reactants are [CH2:1]([O:8][C:9]1[CH:16]=[C:15]([O:17][CH3:18])[CH:14]=[C:13]([OH:19])[C:10]=1[CH:11]=O)[C:2]1[CH:7]=[CH:6][CH:5]=[CH:4][CH:3]=1.C(=O)([O-])[O-].[Cs+].[Cs+].Cl[CH2:27][C:28](=[O:30])[CH3:29].O1C2C=CC=CC=2C=C1. The catalyst is CN(C)C=O.O1CCCC1.C(OCC)(=O)C.O.C1(C)C=CC(S(O)(=O)=O)=CC=1. The product is [CH2:1]([O:8][C:9]1[C:10]2[CH:11]=[C:27]([C:28](=[O:30])[CH3:29])[O:19][C:13]=2[CH:14]=[C:15]([O:17][CH3:18])[CH:16]=1)[C:2]1[CH:7]=[CH:6][CH:5]=[CH:4][CH:3]=1. The yield is 0.880.